From a dataset of Drug-target binding data from BindingDB using Ki measurements. Regression. Given a target protein amino acid sequence and a drug SMILES string, predict the binding affinity score between them. We predict pKi (pKi = -log10(Ki in M); higher means stronger inhibition). Dataset: bindingdb_ki. (1) The drug is c1ccc2ccccc2c1. The target protein (Q01338) has sequence MGSLQPDAGNSSWNGTEAPGGGTRATPYSLQVTLTLVCLAGLLMLFTVFGNVLVIIAVFTSRALKAPQNLFLVSLASADILVATLVIPFSLANEVMGYWYFGKVWCEIYLALDVLFCTSSIVHLCAISLDRYWSITQAIEYNLKRTPRRIKAIIVTVWVISAVISFPPLISIEKKGAGGGQQPAEPSCKINDQKWYVISSSIGSFFAPCLIMILVYVRIYQIAKRRTRVPPSRRGPDACSAPPGGADRRPNGLGPERGAGPTGAEAEPLPTQLNGAPGEPAPAGPRDGDALDLEESSSSEHAERPPGPRRPDRGPRAKGKTRASQVKPGDSLPRRGPGAAGPGASGSGHGEERGGGAKASRWRGRQNREKRFTFVLAVVIGVFVVCWFPFFFTYTLIAVGCPVPSQLFNFFFWFGYCNSSLNPVIYTIFNHDFRRAFKKILCRGDRKRIV. The pKi is 8.0. (2) The drug is O=C(O)c1oc2ccccc2c1CCCOc1cccc2ccccc12. The target protein (P10415) has sequence MAHAGRTGYDNREIVMKYIHYKLSQRGYEWDAGDVGAAPPGAAPAPGIFSSQPGHTPHPAASRDPVARTSPLQTPAAPGAAAGPALSPVPPVVHLTLRQAGDDFSRRYRRDFAEMSSQLHLTPFTARGRFATVVEELFRDGVNWGRIVAFFEFGGVMCVESVNREMSPLVDNIALWMTEYLNRHLHTWIQDNGGWDAFVELYGPSMRPLFDFSWLSLKTLLSLALVGACITLGAYLGHK. The pKi is 5.4.